This data is from Forward reaction prediction with 1.9M reactions from USPTO patents (1976-2016). The task is: Predict the product of the given reaction. Given the reactants [CH3:1][C:2]1[O:6][C:5]([C:7]2[CH:12]=[CH:11][CH:10]=[CH:9][CH:8]=2)=[N:4][C:3]=1[CH2:13][OH:14].O[C:16]1[CH:30]=[CH:29][C:19]([O:20][C:21]([CH3:28])([CH3:27])[C:22]([O:24][CH2:25][CH3:26])=[O:23])=[CH:18][CH:17]=1, predict the reaction product. The product is: [CH3:28][C:21]([O:20][C:19]1[CH:18]=[CH:17][C:16]([O:14][CH2:13][C:3]2[N:4]=[C:5]([C:7]3[CH:12]=[CH:11][CH:10]=[CH:9][CH:8]=3)[O:6][C:2]=2[CH3:1])=[CH:30][CH:29]=1)([CH3:27])[C:22]([O:24][CH2:25][CH3:26])=[O:23].